Dataset: Full USPTO retrosynthesis dataset with 1.9M reactions from patents (1976-2016). Task: Predict the reactants needed to synthesize the given product. Given the product [F:1][C:2]1[CH:7]=[CH:6][C:5]([C@H:12]([CH3:13])[CH2:11][C:10]([N:15]2[C@@H:19]([C:20]3[CH:25]=[CH:24][CH:23]=[CH:22][CH:21]=3)[CH2:18][O:17][C:16]2=[O:26])=[O:14])=[CH:4][CH:3]=1, predict the reactants needed to synthesize it. The reactants are: [F:1][C:2]1[CH:7]=[CH:6][C:5]([Mg]Br)=[CH:4][CH:3]=1.[C:10]([N:15]1[C@@H:19]([C:20]2[CH:25]=[CH:24][CH:23]=[CH:22][CH:21]=2)[CH2:18][O:17][C:16]1=[O:26])(=[O:14])/[CH:11]=[CH:12]/[CH3:13].